Dataset: Full USPTO retrosynthesis dataset with 1.9M reactions from patents (1976-2016). Task: Predict the reactants needed to synthesize the given product. (1) Given the product [OH:22][CH:15]([C:16]1[CH:21]=[CH:20][CH:19]=[CH:18][CH:17]=1)[CH2:7][C:8]([O:10][C:11]([CH3:14])([CH3:13])[CH3:12])=[O:9], predict the reactants needed to synthesize it. The reactants are: C[Si](C)(C)Cl.Br[CH2:7][C:8]([O:10][C:11]([CH3:14])([CH3:13])[CH3:12])=[O:9].[CH:15](=[O:22])[C:16]1[CH:21]=[CH:20][CH:19]=[CH:18][CH:17]=1.Cl. (2) The reactants are: [C:1](=O)([S:3][CH2:4][CH2:5][C:6]1[CH:11]=[CH:10][CH:9]=[C:8]([CH2:12][C@H:13]([NH:26][C:27]([O:29][C:30]([CH3:33])([CH3:32])[CH3:31])=[O:28])[C:14]([N:16]([C:18]2[CH:23]=[CH:22][C:21]([O:24][CH3:25])=[CH:20][CH:19]=2)[CH3:17])=[O:15])[CH:7]=1)[CH3:2].[OH-].[K+].C([N:40]1[C:48]2[C:43](=[CH:44][CH:45]=[CH:46][CH:47]=2)[C:42]([CH2:49][C:50]([O:52][CH2:53][CH3:54])=[O:51])=C1CBr)(=O)C.Cl. Given the product [C:30]([O:29][C:27]([NH:26][C@H:13]([C:14]([N:16]([C:18]1[CH:23]=[CH:22][C:21]([O:24][CH3:25])=[CH:20][CH:19]=1)[CH3:17])=[O:15])[CH2:12][C:8]1[CH:7]=[C:6]([CH:11]=[CH:10][CH:9]=1)[CH2:5][CH2:4][S:3][CH2:1][C:2]1[NH:40][C:48]2[C:43]([C:42]=1[CH2:49][C:50]([O:52][CH2:53][CH3:54])=[O:51])=[CH:44][CH:45]=[CH:46][CH:47]=2)=[O:28])([CH3:31])([CH3:33])[CH3:32], predict the reactants needed to synthesize it. (3) Given the product [Br:8][C:6]1[CH:5]=[N:4][CH:3]=[C:2]([O:15][C:9]2[CH:14]=[CH:13][CH:12]=[CH:11][CH:10]=2)[CH:7]=1, predict the reactants needed to synthesize it. The reactants are: Br[C:2]1[CH:3]=[N:4][CH:5]=[C:6]([Br:8])[CH:7]=1.[C:9]1([OH:15])[CH:14]=[CH:13][CH:12]=[CH:11][CH:10]=1. (4) Given the product [Br:24][C:22]1[N:23]=[C:18]([NH:1][C:2]2[CH:3]=[CH:4][C:5]([CH:8]3[C:9](=[O:16])[NH:10][CH2:11][CH2:12][N:13]3[CH2:14][CH3:15])=[CH:6][CH:7]=2)[C:19](=[O:26])[N:20]([CH3:25])[CH:21]=1, predict the reactants needed to synthesize it. The reactants are: [NH2:1][C:2]1[CH:7]=[CH:6][C:5]([CH:8]2[N:13]([CH2:14][CH3:15])[CH2:12][CH2:11][NH:10][C:9]2=[O:16])=[CH:4][CH:3]=1.Br[C:18]1[C:19](=[O:26])[N:20]([CH3:25])[CH:21]=[C:22]([Br:24])[N:23]=1.CC1(C)[C@]2(CS(O)(=O)=O)C(C[C@H]1CC2)=O.